Dataset: Reaction yield outcomes from USPTO patents with 853,638 reactions. Task: Predict the reaction yield, written as a fraction of the theoretical maximum amount of product (1.0 means a 100% yield; for example, 0.34 means a 34% yield). (1) The reactants are S(Cl)(Cl)=O.[Cl:5][C:6]1[C:7]([CH3:15])=[C:8]([CH:12]=[CH:13][CH:14]=1)[C:9]([OH:11])=O.[Al+3].[Cl-].[Cl-].[Cl-].[CH:20]1C=CC=C[CH:21]=1. The catalyst is ClC(Cl)C. The product is [Cl:5][C:6]1[C:7]([CH3:15])=[C:8]2[C:12]([CH2:20][CH2:21][C:9]2=[O:11])=[CH:13][CH:14]=1. The yield is 0.720. (2) The reactants are [NH2:1][CH2:2][C@@:3]1([CH2:10][C:11]([O:13]C(C)(C)C)=[O:12])[CH2:9][C@H:8]2[C@@H:4]1[CH:5]=[CH:6][CH2:7]2. The catalyst is Cl.C(OCC)(=O)C. The product is [NH2:1][CH2:2][C@@:3]1([CH2:10][C:11]([OH:13])=[O:12])[CH2:9][C@H:8]2[C@@H:4]1[CH:5]=[CH:6][CH2:7]2. The yield is 0.350. (3) The reactants are C[O:2][C:3](=[O:12])[CH2:4][C:5]1[CH:10]=[CH:9][C:8]([OH:11])=[CH:7][CH:6]=1.C([O-])([O-])=O.[K+].[K+].[CH3:19][C:20]1([O:23][CH2:22]1)[CH3:21]. The catalyst is CN(C=O)C. The product is [OH:23][C:20]([CH3:22])([CH3:21])[CH2:19][O:11][C:8]1[CH:9]=[CH:10][C:5]([CH2:4][C:3]([OH:2])=[O:12])=[CH:6][CH:7]=1. The yield is 0.700. (4) The reactants are [H-].[Na+].[Br:3][C:4]1[CH:16]=[CH:15][C:7]([CH2:8][N:9]2[CH2:14][CH2:13][CH2:12][CH2:11][CH2:10]2)=[C:6](F)[CH:5]=1.C(NC([O:23][CH2:24][CH3:25])=O)C. The catalyst is O1CCOCC1.O. The product is [Br:3][C:4]1[CH:16]=[CH:15][C:7]([CH2:8][N:9]2[CH2:14][CH2:13][CH2:12][CH2:11][CH2:10]2)=[C:6]([O:23][CH2:24][CH3:25])[CH:5]=1. The yield is 0.740.